The task is: Predict the reaction yield, written as a fraction of the theoretical maximum amount of product (1.0 means a 100% yield; for example, 0.34 means a 34% yield).. This data is from Reaction yield outcomes from USPTO patents with 853,638 reactions. The product is [Br:14][C:9]1[CH:8]=[CH:7][C:6]2[C:11](=[CH:12][CH:3]=[CH:4][CH:5]=2)[C:10]=1[OH:13]. The reactants are CO[C:3]1[CH:12]=[C:11]2[C:6]([CH:7]=[CH:8][CH:9]=[C:10]2[OH:13])=[CH:5][CH:4]=1.[Br:14]N1C(=O)CCC1=O.O.C(OCC)(=O)C. The yield is 0.920. The catalyst is C(#N)C.